This data is from Forward reaction prediction with 1.9M reactions from USPTO patents (1976-2016). The task is: Predict the product of the given reaction. (1) Given the reactants Br[C:2]1[CH:3]=[CH:4][C:5]([C:13]([N:15]2[CH2:20][CH2:19][N:18]([C:21]3[C:26]([CH3:27])=[CH:25][C:24]([CH:28]4[CH2:30][CH2:29]4)=[CH:23][N:22]=3)[CH2:17][CH2:16]2)=[O:14])=[C:6]([NH:8][S:9]([CH3:12])(=[O:11])=[O:10])[CH:7]=1.[O:31]1[CH2:35][CH2:34][NH:33][C:32]1=[O:36], predict the reaction product. The product is: [CH:28]1([C:24]2[CH:25]=[C:26]([CH3:27])[C:21]([N:18]3[CH2:19][CH2:20][N:15]([C:13]([C:5]4[CH:4]=[CH:3][C:2]([N:33]5[CH2:34][CH2:35][O:31][C:32]5=[O:36])=[CH:7][C:6]=4[NH:8][S:9]([CH3:12])(=[O:11])=[O:10])=[O:14])[CH2:16][CH2:17]3)=[N:22][CH:23]=2)[CH2:30][CH2:29]1. (2) Given the reactants [O:1]=[C:2]1[CH2:10][C:9]2[C:4](=[CH:5][CH:6]=[C:7]([NH:11][C:12](=[O:19])OCC(Cl)(Cl)Cl)[CH:8]=2)[NH:3]1.[C:20]1([C:26]2[N:27]=[C:28]([N:31]3[CH2:36][CH2:35][NH:34][CH2:33][CH2:32]3)[S:29][CH:30]=2)[CH:25]=[CH:24][CH:23]=[CH:22][CH:21]=1.C(N(C(C)C)CC)(C)C.CS(C)=O, predict the reaction product. The product is: [O:1]=[C:2]1[CH2:10][C:9]2[C:4](=[CH:5][CH:6]=[C:7]([NH:11][C:12]([N:34]3[CH2:35][CH2:36][N:31]([C:28]4[S:29][CH:30]=[C:26]([C:20]5[CH:25]=[CH:24][CH:23]=[CH:22][CH:21]=5)[N:27]=4)[CH2:32][CH2:33]3)=[O:19])[CH:8]=2)[NH:3]1. (3) The product is: [OH:14][C:15]1[CH:16]=[CH:17][C:18]([C:21]2[C:25]([C:26]3[CH:31]=[CH:30][CH:29]=[CH:28][CH:27]=3)=[C:24]([C:32]3([C:35]([N:8]4[CH2:13][CH2:12][O:11][CH2:10][CH2:9]4)=[O:36])[CH2:33][CH2:34]3)[O:23][N:22]=2)=[CH:19][CH:20]=1. Given the reactants O.C(=O)([O-])[O-].[Na+].[Na+].[NH:8]1[CH2:13][CH2:12][O:11][CH2:10][CH2:9]1.[OH:14][C:15]1[CH:20]=[CH:19][C:18]([C:21]2[C:25]([C:26]3[CH:31]=[CH:30][CH:29]=[CH:28][CH:27]=3)=[C:24]([C:32]3([C:35](Cl)=[O:36])[CH2:34][CH2:33]3)[O:23][N:22]=2)=[CH:17][CH:16]=1, predict the reaction product. (4) Given the reactants O.NN.[CH:4]1([C:7]2[CH:8]=[CH:9][C:10](/[C:15](/[C:30]3[CH:35]=[CH:34][C:33]([S:36][CH3:37])=[CH:32][CH:31]=3)=[CH:16]/[CH2:17][CH2:18][N:19]3C(=O)C4C(=CC=CC=4)C3=O)=[N:11][C:12]=2[O:13][CH3:14])[CH2:6][CH2:5]1.[OH-].[Na+], predict the reaction product. The product is: [CH:4]1([C:7]2[CH:8]=[CH:9][C:10](/[C:15](/[C:30]3[CH:35]=[CH:34][C:33]([S:36][CH3:37])=[CH:32][CH:31]=3)=[CH:16]/[CH2:17][CH2:18][NH2:19])=[N:11][C:12]=2[O:13][CH3:14])[CH2:6][CH2:5]1. (5) The product is: [Cl:3][C:4]1[C:5]2[CH:12]=[C:11]([C:13]3[CH2:14][CH2:15][N:16]([C:27](=[O:28])[CH2:26][CH2:25][N:19]4[CH2:24][CH2:23][CH2:22][CH2:21][CH2:20]4)[CH2:17][CH:18]=3)[NH:10][C:6]=2[N:7]=[CH:8][N:9]=1. Given the reactants Cl.Cl.[Cl:3][C:4]1[C:5]2[CH:12]=[C:11]([C:13]3[CH2:14][CH2:15][NH:16][CH2:17][CH:18]=3)[NH:10][C:6]=2[N:7]=[CH:8][N:9]=1.[N:19]1([CH2:25][CH2:26][C:27](O)=[O:28])[CH2:24][CH2:23][CH2:22][CH2:21][CH2:20]1.CN(C(ON1N=NC2C=CC=CC1=2)=[N+](C)C)C.[B-](F)(F)(F)F.CCN(C(C)C)C(C)C, predict the reaction product. (6) Given the reactants [Cl:1][C:2]1[CH:19]=[CH:18][C:5]2[N:6]([CH2:11][CH2:12][CH2:13][C:14]([F:17])([F:16])[F:15])[C:7]([CH2:9]Cl)=[N:8][C:4]=2[CH:3]=1.[CH3:20][S:21]([C:24]1[C:32]2[C:27](=[CH:28][N:29]=[CH:30][CH:31]=2)[NH:26][N:25]=1)(=[O:23])=[O:22].CS(N1C2C(=CC=CC=2)C=N1)(=O)=O, predict the reaction product. The product is: [Cl:1][C:2]1[CH:19]=[CH:18][C:5]2[N:6]([CH2:11][CH2:12][CH2:13][C:14]([F:17])([F:16])[F:15])[C:7]([CH2:9][N:26]3[C:27]4=[CH:28][N:29]=[CH:30][CH:31]=[C:32]4[C:24]([S:21]([CH3:20])(=[O:22])=[O:23])=[N:25]3)=[N:8][C:4]=2[CH:3]=1. (7) Given the reactants O[CH2:2][C:3]1[C:7]([CH2:8][O:9][C:10]2[CH:15]=[CH:14][C:13]([C:16]3[CH:17]=[C:18]4[C:23](=[CH:24][CH:25]=3)[N:22]=[C:21]([C:26]([O:28][CH3:29])=[O:27])[CH:20]=[CH:19]4)=[CH:12][CH:11]=2)=[C:6]([CH:30]([CH3:32])[CH3:31])[O:5][N:4]=1.[Cl:33][C:34]1[CH:39]=[CH:38][CH:37]=[C:36]([Cl:40])[C:35]=1[NH:41][C:42](=[O:47])[C:43]([F:46])([F:45])[F:44].C1(P(C2C=CC=CC=2)C2C=CC=CC=2)C=CC=CC=1.N(C(OC(C)(C)C)=O)=NC(OC(C)(C)C)=O, predict the reaction product. The product is: [Cl:33][C:34]1[CH:39]=[CH:38][CH:37]=[C:36]([Cl:40])[C:35]=1[N:41]([CH2:2][C:3]1[C:7]([CH2:8][O:9][C:10]2[CH:15]=[CH:14][C:13]([C:16]3[CH:17]=[C:18]4[C:23](=[CH:24][CH:25]=3)[N:22]=[C:21]([C:26]([O:28][CH3:29])=[O:27])[CH:20]=[CH:19]4)=[CH:12][CH:11]=2)=[C:6]([CH:30]([CH3:32])[CH3:31])[O:5][N:4]=1)[C:42](=[O:47])[C:43]([F:45])([F:46])[F:44]. (8) Given the reactants C([SnH](C[CH2:11][CH2:12][CH3:13])CCCC)CCC.Br[CH2:15][CH:16]([OH:18])[CH3:17].[C:19]([O:43][CH:44]1[CH2:49][C:48]([CH3:51])([CH3:50])[N:47]([OH:52])[C:46]([CH3:54])([CH3:53])[CH2:45]1)(=[O:42])[CH2:20][CH2:21][CH2:22][CH2:23][CH2:24][CH2:25][CH2:26][CH2:27][C:28]([O:30][CH:31]1[CH2:36][C:35]([CH3:38])([CH3:37])[N:34]([OH:39])[C:33]([CH3:41])([CH3:40])[CH2:32]1)=[O:29].CCCCCCC.CCCCCCC.C(OCC)(=[O:71])C, predict the reaction product. The product is: [C:19]([O:43][CH:44]1[CH2:45][C:46]([CH3:54])([CH3:53])[N:47]([O:52][CH2:13][CH:12]([OH:71])[CH3:11])[C:48]([CH3:51])([CH3:50])[CH2:49]1)(=[O:42])[CH2:20][CH2:21][CH2:22][CH2:23][CH2:24][CH2:25][CH2:26][CH2:27][C:28]([O:30][CH:31]1[CH2:32][C:33]([CH3:40])([CH3:41])[N:34]([O:39][CH2:15][CH:16]([OH:18])[CH3:17])[C:35]([CH3:37])([CH3:38])[CH2:36]1)=[O:29].